This data is from Forward reaction prediction with 1.9M reactions from USPTO patents (1976-2016). The task is: Predict the product of the given reaction. (1) The product is: [NH2:11][C:10]1[CH:9]=[CH:8][C:4]([C:5]([OH:7])=[O:6])=[CH:3][C:2]=1[CH3:1]. Given the reactants [CH3:1][C:2]1[CH:3]=[C:4]([CH:8]=[CH:9][C:10]=1[N+:11]([O-])=O)[C:5]([OH:7])=[O:6], predict the reaction product. (2) Given the reactants C([O:3][C:4](=[O:34])[CH2:5][O:6][C:7]1[C:12]([CH2:13][CH2:14][CH3:15])=[CH:11][C:10]([O:16][CH2:17][CH2:18][C:19]2[N:20]=[C:21]([C:25]3[CH:30]=[CH:29][CH:28]=[CH:27][CH:26]=3)[O:22][C:23]=2[CH3:24])=[CH:9][C:8]=1[CH2:31][CH2:32][CH3:33])C.[OH-].[Na+], predict the reaction product. The product is: [CH3:24][C:23]1[O:22][C:21]([C:25]2[CH:26]=[CH:27][CH:28]=[CH:29][CH:30]=2)=[N:20][C:19]=1[CH2:18][CH2:17][O:16][C:10]1[CH:9]=[C:8]([CH2:31][CH2:32][CH3:33])[C:7]([O:6][CH2:5][C:4]([OH:34])=[O:3])=[C:12]([CH2:13][CH2:14][CH3:15])[CH:11]=1.